From a dataset of Catalyst prediction with 721,799 reactions and 888 catalyst types from USPTO. Predict which catalyst facilitates the given reaction. Reactant: COC1C=CC(C[S:8][C:9]2[NH:13][C:12]([CH:14]([C:16]3[CH:25]=[CH:24][CH:23]=[C:22]4[C:17]=3[CH:18]=[CH:19][CH:20]=[N:21]4)[CH3:15])=[CH:11][N:10]=2)=CC=1. Product: [N:21]1[C:22]2[C:17](=[C:16]([CH:14]([C:12]3[NH:13][C:9](=[S:8])[NH:10][CH:11]=3)[CH3:15])[CH:25]=[CH:24][CH:23]=2)[CH:18]=[CH:19][CH:20]=1. The catalyst class is: 55.